From a dataset of Forward reaction prediction with 1.9M reactions from USPTO patents (1976-2016). Predict the product of the given reaction. (1) Given the reactants C(OC(=O)C)(=[O:3])C.[C:8]([C:10]1[C:14]([CH3:15])=[C:13]([CH3:16])[O:12][C:11]=1[NH:17][C:18](=O)[C:19]([O:21][CH2:22][CH3:23])=[O:20])#[N:9], predict the reaction product. The product is: [CH3:15][C:14]1[C:10]2[C:8](=[O:3])[NH:9][C:18]([C:19]([O:21][CH2:22][CH3:23])=[O:20])=[N:17][C:11]=2[O:12][C:13]=1[CH3:16]. (2) The product is: [CH3:17][C@H:7]([CH2:8][C:9]1([C:14]([NH:53][CH2:52][CH2:51][CH2:50][C:48]2[CH:47]=[CH:46][C:44]3[N:45]=[C:41]([CH3:40])[S:42][C:43]=3[CH:49]=2)=[O:16])[CH2:10][CH2:11][CH2:12][CH2:13]1)[C:6]([O:5][C:1]([CH3:2])([CH3:3])[CH3:4])=[O:18]. Given the reactants [C:1]([O:5][C:6](=[O:18])[C@H:7]([CH3:17])[CH2:8][C:9]1([C:14]([OH:16])=O)[CH2:13][CH2:12][CH2:11][CH2:10]1)([CH3:4])([CH3:3])[CH3:2].C(N1C=CN=C1)(N1C=CN=C1)=O.C(N(CC)CC)C.Cl.Cl.[CH3:40][C:41]1[S:42][C:43]2[CH:49]=[C:48]([CH2:50][CH2:51][CH2:52][NH2:53])[CH:47]=[CH:46][C:44]=2[N:45]=1, predict the reaction product. (3) Given the reactants [OH:1][N:2]1[CH:6]=[CH:5][CH:4]=[N:3]1.[CH3:7][N:8]([C:12]1[CH:17]=[CH:16][CH:15]=[CH:14][CH:13]=1)[C:9](Cl)=[O:10], predict the reaction product. The product is: [N:2]1([O:1][C:9](=[O:10])[N:8]([CH3:7])[C:12]2[CH:17]=[CH:16][CH:15]=[CH:14][CH:13]=2)[CH:6]=[CH:5][CH:4]=[N:3]1. (4) Given the reactants N(C(C)(C)C#N)=NC(C)(C)C#N.[CH2:13]([CH:15]([C:18]1[C:23]2[N:24]([CH3:28])[C:25](=[O:27])[NH:26][C:22]=2[CH:21]=[CH:20][CH:19]=1)[CH2:16][CH3:17])[CH3:14].[Br:29]N1C(=O)CCC1=O, predict the reaction product. The product is: [Br:29][C:21]1[C:22]2[NH:26][C:25](=[O:27])[N:24]([CH3:28])[C:23]=2[C:18]([CH:15]([CH2:16][CH3:17])[CH2:13][CH3:14])=[CH:19][CH:20]=1. (5) Given the reactants Br[C:2]1[CH:3]=[N:4][CH:5]=[C:6]([CH:11]=1)[C:7]([O:9][CH3:10])=[O:8].[C:12]([N:19]1[CH2:24][CH2:23][N:22]([CH2:25][B-](F)(F)F)[CH2:21][CH2:20]1)([O:14][C:15]([CH3:18])([CH3:17])[CH3:16])=[O:13].[K+].C(=O)([O-])[O-].[Cs+].[Cs+].CC(C1C=C(C(C)C)C(C2C=CC=CC=2P(C2CCCCC2)C2CCCCC2)=C(C(C)C)C=1)C, predict the reaction product. The product is: [CH3:10][O:9][C:7]([C:6]1[CH:11]=[C:2]([CH2:25][N:22]2[CH2:23][CH2:24][N:19]([C:12]([O:14][C:15]([CH3:18])([CH3:17])[CH3:16])=[O:13])[CH2:20][CH2:21]2)[CH:3]=[N:4][CH:5]=1)=[O:8]. (6) Given the reactants [O:1]=[C:2]1[NH:7][CH:6]=[C:5]([C:8]([OH:10])=[O:9])[CH:4]=[CH:3]1.[OH-].[K+].Br[CH2:14][C:15]1[CH:20]=[CH:19][C:18]([CH3:21])=[CH:17][CH:16]=1, predict the reaction product. The product is: [CH3:14][C:15]1[CH:20]=[CH:19][C:18]([CH2:21][N:7]2[C:2](=[O:1])[CH:3]=[CH:4][C:5]([C:8]([OH:10])=[O:9])=[CH:6]2)=[CH:17][CH:16]=1. (7) Given the reactants [Cl:1][C:2]1[CH:7]=[CH:6][C:5]([N:8]2[CH2:13][CH2:12][N:11]([CH:14]3[CH2:19][CH2:18][CH2:17][CH:16]([C:20](N)=[O:21])[CH2:15]3)[CH2:10][CH2:9]2)=[CH:4][C:3]=1[NH:23][C@@H:24]([C:26]1[CH:31]=[CH:30][C:29]([Cl:32])=[CH:28][C:27]=1[Cl:33])[CH3:25].[BH4-].[Na+].B(F)(F)F.CCOCC, predict the reaction product. The product is: [Cl:1][C:2]1[CH:7]=[CH:6][C:5]([N:8]2[CH2:9][CH2:10][N:11]([CH:14]3[CH2:19][CH2:18][CH2:17][CH:16]([CH2:20][OH:21])[CH2:15]3)[CH2:12][CH2:13]2)=[CH:4][C:3]=1[NH:23][C@@H:24]([C:26]1[CH:31]=[CH:30][C:29]([Cl:32])=[CH:28][C:27]=1[Cl:33])[CH3:25].